Predict which catalyst facilitates the given reaction. From a dataset of Catalyst prediction with 721,799 reactions and 888 catalyst types from USPTO. (1) Reactant: [CH2:1]1[C:5]2([CH2:10][CH2:9][N:8]([C:11]([O:13][C:14]([CH3:17])([CH3:16])[CH3:15])=[O:12])[CH2:7][CH2:6]2)[CH2:4][CH:3]([C:18]([O:20][CH2:21][CH3:22])=[O:19])[NH:2]1.CN(C(ON1N=NC2C=CC=NC1=2)=[N+](C)C)C.F[P-](F)(F)(F)(F)F.[CH3:47][O:48][C:49]([NH:51][C@H:52]([C:56](O)=[O:57])[CH:53]([CH3:55])[CH3:54])=[O:50].CCN(C(C)C)C(C)C. Product: [CH3:47][O:48][C:49]([NH:51][C@H:52]([C:56]([N:2]1[CH:3]([C:18]([O:20][CH2:21][CH3:22])=[O:19])[CH2:4][C:5]2([CH2:6][CH2:7][N:8]([C:11]([O:13][C:14]([CH3:17])([CH3:16])[CH3:15])=[O:12])[CH2:9][CH2:10]2)[CH2:1]1)=[O:57])[CH:53]([CH3:54])[CH3:55])=[O:50]. The catalyst class is: 2. (2) Reactant: [O:1]=[C:2]1[O:8][C@H:7]([C@H:9]([CH2:11][OH:12])[OH:10])[C:5]([OH:6])=[C:3]1[OH:4].[CH3:13][C:14]([CH2:22][CH2:23][CH2:24][CH:25]([CH3:37])[CH2:26][CH2:27][CH2:28][CH:29]([CH3:36])[CH2:30][CH2:31][CH2:32][CH:33]([CH3:35])[CH3:34])=[CH:15][CH2:16][CH2:17][C:18](OC)=[O:19].O. Product: [CH3:13][C:14]([CH2:22][CH2:23][CH2:24][CH:25]([CH3:37])[CH2:26][CH2:27][CH2:28][CH:29]([CH3:36])[CH2:30][CH2:31][CH2:32][CH:33]([CH3:35])[CH3:34])=[CH:15][CH2:16][CH2:17][C:18]([O:4][C:3]1[C:2]([O:8][C@H:7]([C@H:9]([CH2:11][OH:12])[OH:10])[C:5]=1[OH:6])=[O:1])=[O:19]. The catalyst class is: 65.